This data is from Catalyst prediction with 721,799 reactions and 888 catalyst types from USPTO. The task is: Predict which catalyst facilitates the given reaction. (1) Reactant: C[C:2]1[CH:10]=[C:9]([CH:11]([C:13]2[CH:18]=[CH:17][CH:16]=[CH:15][CH:14]=2)[CH3:12])[CH:8]=[CH:7][C:3]=1[C:4]([OH:6])=O.ON1C2C=CC=CC=2N=N1.Cl.CN(C)CCCN=C=NCC.C(N(CC)CC)C.[NH2:48][CH2:49][C:50]1[C:51]([OH:58])=[N:52][C:53]([CH3:57])=[CH:54][C:55]=1[CH3:56]. Product: [OH:58][C:51]1[C:50]([CH2:49][NH:48][C:4](=[O:6])[C:3]2[CH:2]=[CH:10][C:9]([CH:11]([C:13]3[CH:14]=[CH:15][CH:16]=[CH:17][CH:18]=3)[CH3:12])=[CH:8][CH:7]=2)=[C:55]([CH3:56])[CH:54]=[C:53]([CH3:57])[N:52]=1. The catalyst class is: 4. (2) Reactant: [C:1]([N:9]1[CH2:26][CH2:25][C:12]2([CH2:17][CH2:16][N:15](C(OC(C)(C)C)=O)[CH2:14][CH2:13]2)[CH2:11][CH2:10]1)(=[O:8])[C:2]1[CH:7]=[CH:6][CH:5]=[CH:4][CH:3]=1. Product: [C:1]([N:9]1[CH2:26][CH2:25][C:12]2([CH2:17][CH2:16][NH:15][CH2:14][CH2:13]2)[CH2:11][CH2:10]1)(=[O:8])[C:2]1[CH:3]=[CH:4][CH:5]=[CH:6][CH:7]=1. The catalyst class is: 55. (3) Reactant: [O:1]=[CH:2][C:3](=[CH2:5])[CH3:4]. Product: [O:1]=[CH:2][C:3](=[CH2:4])[CH3:5].[CH3:4][C:3](=[CH2:2])[CH3:5]. The catalyst class is: 107. (4) Reactant: [C:1]([NH:4][C:5]([CH2:16][CH2:17][C:18]1[CH:23]=[CH:22][C:21]([O:24][C:25]2[CH:30]=[CH:29][C:28]([C:31](=[O:34])[CH2:32]Cl)=[CH:27][CH:26]=2)=[CH:20][CH:19]=1)([C:11]([O:13][CH2:14][CH3:15])=[O:12])[C:6]([O:8][CH2:9][CH3:10])=[O:7])(=[O:3])[CH3:2].[C:35]([OH:39])(=[O:38])[CH2:36][CH3:37].CCN(CC)CC. Product: [C:1]([NH:4][C:5]([CH2:16][CH2:17][C:18]1[CH:23]=[CH:22][C:21]([O:24][C:25]2[CH:30]=[CH:29][C:28]([C:31](=[O:34])[CH2:32][O:39][C:35](=[O:38])[CH2:36][CH3:37])=[CH:27][CH:26]=2)=[CH:20][CH:19]=1)([C:11]([O:13][CH2:14][CH3:15])=[O:12])[C:6]([O:8][CH2:9][CH3:10])=[O:7])(=[O:3])[CH3:2]. The catalyst class is: 23. (5) Reactant: [Cl:1][C:2]1[CH:7]=[CH:6][CH:5]=[C:4]([Cl:8])[C:3]=1[C:9]1[C:10](=[O:27])[CH:11]=[CH:12][N:13]2[C:18]=1[CH:17]=[CH:16][CH:15]=[C:14]2[C:19]1[CH:26]=[CH:25][CH:24]=[CH:23][C:20]=1[CH:21]=[O:22].[BH4-].[Na+]. Product: [Cl:1][C:2]1[CH:7]=[CH:6][CH:5]=[C:4]([Cl:8])[C:3]=1[C:9]1[C:10](=[O:27])[CH:11]=[CH:12][N:13]2[C:18]=1[CH:17]=[CH:16][CH:15]=[C:14]2[C:19]1[CH:26]=[CH:25][CH:24]=[CH:23][C:20]=1[CH2:21][OH:22]. The catalyst class is: 5. (6) Reactant: [S:1]1[CH:5]=[CH:4][CH:3]=[C:2]1[C:6]1[CH:11]=[CH:10][N:9]=[CH:8][CH:7]=1.[Li]CCCC.[S:17](Cl)([Cl:20])(=[O:19])=[O:18]. Product: [N:9]1[CH:10]=[CH:11][C:6]([C:2]2[S:1][C:5]([S:17]([Cl:20])(=[O:19])=[O:18])=[CH:4][CH:3]=2)=[CH:7][CH:8]=1. The catalyst class is: 1. (7) Reactant: [N:1]([CH:4]([C:6]1[CH:7]=[C:8]2[N:13]([C:14]=1[C:15]1[CH2:16][CH2:17][N:18]([C:21]([O:23][C:24]([CH3:27])([CH3:26])[CH3:25])=[O:22])[CH2:19][CH:20]=1)[CH:12]=[CH:11][CH:10]=[CH:9]2)[CH3:5])=[N+]=[N-]. Product: [NH2:1][CH:4]([C:6]1[CH:7]=[C:8]2[N:13]([C:14]=1[C:15]1[CH2:16][CH2:17][N:18]([C:21]([O:23][C:24]([CH3:25])([CH3:27])[CH3:26])=[O:22])[CH2:19][CH:20]=1)[CH:12]=[CH:11][CH:10]=[CH:9]2)[CH3:5]. The catalyst class is: 6.